From a dataset of Full USPTO retrosynthesis dataset with 1.9M reactions from patents (1976-2016). Predict the reactants needed to synthesize the given product. (1) Given the product [OH:4][CH2:5][CH:6]=[C:7]([CH3:16])[CH2:8][CH2:9][CH:10]=[C:11]([CH3:15])[C:12]([OH:14])=[O:13], predict the reactants needed to synthesize it. The reactants are: C([O:4][CH2:5][CH:6]=[C:7]([CH3:16])[CH2:8][CH2:9][CH:10]=[C:11]([CH3:15])[C:12]([OH:14])=[O:13])(=O)C.C(=O)([O-])[O-].[K+].[K+].C(Cl)Cl.Cl. (2) Given the product [CH2:12]([N:7]1[CH2:8][CH2:9][C:10]2[C:1](=[O:11])[NH:2][CH:3]=[CH:4][C:5]=2[CH2:6]1)[C:13]1[CH:18]=[CH:17][CH:16]=[CH:15][CH:14]=1, predict the reactants needed to synthesize it. The reactants are: [C:1]1(=[O:11])[C:10]2[C:5](=[CH:6][N:7]=[CH:8][CH:9]=2)[CH:4]=[CH:3][NH:2]1.[CH2:12](Br)[C:13]1[CH:18]=[CH:17][CH:16]=[CH:15][CH:14]=1.[BH4-].[Na+].Cl. (3) Given the product [CH2:16]([N:7]1[CH:8]=[C:4]([N+:1]([O-:3])=[O:2])[N:5]=[CH:6]1)[CH3:17], predict the reactants needed to synthesize it. The reactants are: [N+:1]([C:4]1[N:5]=[CH:6][NH:7][CH:8]=1)([O-:3])=[O:2].C([O-])([O-])=O.[K+].[K+].I[CH2:16][CH3:17]. (4) Given the product [C:16]([O:15][C:13]([N:20]1[CH2:25][CH2:24][C:23]([CH2:2][C:1]#[N:4])([OH:26])[CH2:22][CH2:21]1)=[O:14])([CH3:19])([CH3:18])[CH3:17], predict the reactants needed to synthesize it. The reactants are: [CH:1]([NH:4]C(C)C)(C)[CH3:2].C([Li])CCC.[C:13]([N:20]1[CH2:25][CH2:24][C:23](=[O:26])[CH2:22][CH2:21]1)([O:15][C:16]([CH3:19])([CH3:18])[CH3:17])=[O:14].BrCC#N. (5) Given the product [CH2:7]([O:11][CH2:12][C:13]1[CH:14]=[CH:15][C:16]([CH2:17][NH2:18])=[CH:19][CH:20]=1)[CH2:8][CH2:9][CH3:10], predict the reactants needed to synthesize it. The reactants are: [H-].[Al+3].[Li+].[H-].[H-].[H-].[CH2:7]([O:11][CH2:12][C:13]1[CH:20]=[CH:19][C:16]([C:17]#[N:18])=[CH:15][CH:14]=1)[CH2:8][CH2:9][CH3:10].N. (6) Given the product [CH2:1]([NH:8][C:9]1[C:10]2[C:18]([C:30]#[N:31])=[CH:17][N:16]([S:20]([C:23]3[CH:29]=[CH:28][C:26]([CH3:27])=[CH:25][CH:24]=3)(=[O:22])=[O:21])[C:11]=2[N:12]=[C:13]([Cl:15])[N:14]=1)[C:2]1[CH:7]=[CH:6][CH:5]=[CH:4][CH:3]=1, predict the reactants needed to synthesize it. The reactants are: [CH2:1]([NH:8][C:9]1[C:10]2[C:18](I)=[CH:17][N:16]([S:20]([C:23]3[CH:29]=[CH:28][C:26]([CH3:27])=[CH:25][CH:24]=3)(=[O:22])=[O:21])[C:11]=2[N:12]=[C:13]([Cl:15])[N:14]=1)[C:2]1[CH:7]=[CH:6][CH:5]=[CH:4][CH:3]=1.[CH3:30][N:31](C=O)C.